From a dataset of Reaction yield outcomes from USPTO patents with 853,638 reactions. Predict the reaction yield, written as a fraction of the theoretical maximum amount of product (1.0 means a 100% yield; for example, 0.34 means a 34% yield). (1) The catalyst is CN(C)C=O. The yield is 1.00. The product is [Cl:1][C:2]1[N:3]([CH2:10][C@@:11]([CH3:14])([OH:12])[CH2:13][N:27]2[CH2:26][CH2:25][N:24]([C:21]3[CH:22]=[CH:23][C:18]([O:17][C:16]([F:30])([F:31])[F:15])=[CH:19][CH:20]=3)[CH2:29][CH2:28]2)[CH:4]=[C:5]([N+:7]([O-:9])=[O:8])[N:6]=1. The reactants are [Cl:1][C:2]1[N:3]([CH2:10][C@:11]2([CH3:14])[CH2:13][O:12]2)[CH:4]=[C:5]([N+:7]([O-:9])=[O:8])[N:6]=1.[F:15][C:16]([F:31])([F:30])[O:17][C:18]1[CH:23]=[CH:22][C:21]([N:24]2[CH2:29][CH2:28][NH:27][CH2:26][CH2:25]2)=[CH:20][CH:19]=1.O. (2) The product is [Br:1][C:2]1[CH:10]=[CH:9][CH:8]=[C:7]2[C:3]=1[CH:4]=[CH:5][CH2:6]2. The catalyst is O. The reactants are [Br:1][C:2]1[CH:10]=[CH:9][CH:8]=[C:7]2[C:3]=1[CH2:4][CH2:5][CH:6]2O.S(=O)(=O)(O)O. The yield is 0.690.